From a dataset of Forward reaction prediction with 1.9M reactions from USPTO patents (1976-2016). Predict the product of the given reaction. (1) Given the reactants [F:1][C:2]1[CH:3]=[C:4](B(O)O)[CH:5]=[N:6][CH:7]=1.O.C(=O)([O-])[O-].[Na+].[Na+].Br[C:19]1[CH:20]=[C:21]2[C:25](=[CH:26][CH:27]=1)[N:24]([CH3:28])[C:23](=[O:29])[CH2:22]2, predict the reaction product. The product is: [F:1][C:2]1[CH:3]=[C:4]([C:19]2[CH:20]=[C:21]3[C:25](=[CH:26][CH:27]=2)[N:24]([CH3:28])[C:23](=[O:29])[CH2:22]3)[CH:5]=[N:6][CH:7]=1. (2) Given the reactants [Br:1][C:2]1[CH:3]=[C:4]([CH:29]=[CH:30][CH:31]=1)[CH2:5][C:6]1[O:7][C:8]([CH3:28])=[C:9]([CH3:27])[C:10]=1[C:11]([C:13]1[CH:18]=[C:17]([CH:19]([CH3:21])[CH3:20])[C:16]([O:22]C)=[C:15]([CH:24]([CH3:26])[CH3:25])[CH:14]=1)=[O:12].B(Br)(Br)Br.C(Cl)Cl, predict the reaction product. The product is: [Br:1][C:2]1[CH:3]=[C:4]([CH:29]=[CH:30][CH:31]=1)[CH2:5][C:6]1[O:7][C:8]([CH3:28])=[C:9]([CH3:27])[C:10]=1[C:11]([C:13]1[CH:14]=[C:15]([CH:24]([CH3:26])[CH3:25])[C:16]([OH:22])=[C:17]([CH:19]([CH3:20])[CH3:21])[CH:18]=1)=[O:12]. (3) Given the reactants [N:1]1([CH2:7][C:8]2[CH:14]=[CH:13][C:11]([NH2:12])=[CH:10][CH:9]=2)[CH2:6][CH2:5][O:4][CH2:3][CH2:2]1.[C:15]1(=[O:22])[O:21][C:19](=[O:20])[CH2:18][CH2:17][CH2:16]1.CCN(C(C)C)C(C)C, predict the reaction product. The product is: [N:1]1([CH2:7][C:8]2[CH:14]=[CH:13][C:11]([NH:12][C:15](=[O:22])[CH2:16][CH2:17][CH2:18][C:19]([OH:21])=[O:20])=[CH:10][CH:9]=2)[CH2:6][CH2:5][O:4][CH2:3][CH2:2]1. (4) Given the reactants [I:1][C:2]1[CH:3]=[CH:4][C:5]([O:9][CH:10]([CH3:12])[CH3:11])=[C:6]([OH:8])[CH:7]=1.C([O-])([O-])=O.[K+].[K+].[CH2:19](I)[CH3:20], predict the reaction product. The product is: [CH2:19]([O:8][C:6]1[CH:7]=[C:2]([I:1])[CH:3]=[CH:4][C:5]=1[O:9][CH:10]([CH3:12])[CH3:11])[CH3:20]. (5) Given the reactants [Cl:1][C:2]1[CH:26]=[N:25][C:5]2=[N:6][C:7]([N:12]3[CH2:17][CH2:16][N:15]([C:18]([O:20][C:21]([CH3:24])([CH3:23])[CH3:22])=[O:19])[CH2:14][CH2:13]3)=[C:8]([NH:10][NH2:11])[N:9]=[C:4]2[CH:3]=1.[C:27](OC)(OC)(OC)[CH3:28], predict the reaction product. The product is: [Cl:1][C:2]1[CH:26]=[N:25][C:5]2[N:6]=[C:7]([N:12]3[CH2:13][CH2:14][N:15]([C:18]([O:20][C:21]([CH3:23])([CH3:22])[CH3:24])=[O:19])[CH2:16][CH2:17]3)[C:8]3[N:9]([C:27]([CH3:28])=[N:11][N:10]=3)[C:4]=2[CH:3]=1. (6) Given the reactants [NH:1]1[CH:5]=[CH:4][N:3]=[CH:2]1.[CH:6]1[N:10]([CH2:11][O:12][CH2:13][CH2:14][OH:15])[C:9]2[N:16]=[C:17]([NH2:21])[N:18]=[C:19]([OH:20])[C:8]=2[N:7]=1.CC1N=CNC=1, predict the reaction product. The product is: [CH:6]1[N:10]([CH2:11][O:12][CH2:13][CH2:14][OH:15])[C:9]2[N:16]=[C:17]([NH2:21])[N:18]=[C:19]([OH:20])[C:8]=2[N:7]=1.[NH:1]1[CH:5]=[CH:4][N:3]=[CH:2]1. (7) Given the reactants [C:1]([C:3]1[CH:8]=[C:7]([CH2:9][CH2:10][C:11]([O:13][C:14]([CH3:17])([CH3:16])[CH3:15])=[O:12])[CH:6]=[C:5]([CH3:18])[N:4]=1)#[N:2].[Cl:19][C:20]1[CH:21]=[C:22]([SH:29])[C:23](=[CH:27][CH:28]=1)[C:24](O)=[O:25], predict the reaction product. The product is: [Cl:19][C:20]1[CH:28]=[CH:27][C:23]2[C:24](=[O:25])[N:2]=[C:1]([C:3]3[CH:8]=[C:7]([CH2:9][CH2:10][C:11]([O:13][C:14]([CH3:15])([CH3:17])[CH3:16])=[O:12])[CH:6]=[C:5]([CH3:18])[N:4]=3)[S:29][C:22]=2[CH:21]=1. (8) Given the reactants [CH2:1]([N:8]1[CH2:13][CH2:12][CH:11]([NH:14][C:15](=O)[C:16]2[C:21]([N+:22]([O-])=O)=[CH:20][CH:19]=[CH:18][C:17]=2[Cl:25])[CH2:10][CH2:9]1)[C:2]1[CH:7]=[CH:6][CH:5]=[CH:4][CH:3]=1.[H-].[Al+3].[Li+].[H-].[H-].[H-], predict the reaction product. The product is: [NH2:22][C:21]1[CH:20]=[CH:19][CH:18]=[C:17]([Cl:25])[C:16]=1[CH2:15][NH:14][CH:11]1[CH2:12][CH2:13][N:8]([CH2:1][C:2]2[CH:7]=[CH:6][CH:5]=[CH:4][CH:3]=2)[CH2:9][CH2:10]1.